This data is from Catalyst prediction with 721,799 reactions and 888 catalyst types from USPTO. The task is: Predict which catalyst facilitates the given reaction. (1) Reactant: [C:1]([O:5][C:6]([N:8]1[CH2:13][CH2:12][N:11]([C:14]2[CH:19]=[CH:18][C:17]([CH:20]=O)=[CH:16][CH:15]=2)[CH2:10][CH2:9]1)=[O:7])([CH3:4])([CH3:3])[CH3:2].[BH-](OC(C)=O)(OC(C)=O)OC(C)=O.[Na+].[NH:36]1[CH2:41][CH2:40][O:39][CH2:38][CH2:37]1. Product: [C:1]([O:5][C:6]([N:8]1[CH2:13][CH2:12][N:11]([C:14]2[CH:19]=[CH:18][C:17]([CH2:20][N:36]3[CH2:41][CH2:40][O:39][CH2:38][CH2:37]3)=[CH:16][CH:15]=2)[CH2:10][CH2:9]1)=[O:7])([CH3:4])([CH3:3])[CH3:2]. The catalyst class is: 2. (2) Product: [Br:4][C:5]1[CH:6]=[C:7]2[C:12](=[CH:13][C:14]=1[O:15][CH3:16])[O:11][C:10]([CH3:18])([CH3:17])[CH:9]=[C:8]2[CH3:20]. The catalyst class is: 266. Reactant: C[Mg]Br.[Br:4][C:5]1[CH:6]=[C:7]2[C:12](=[CH:13][C:14]=1[O:15][CH3:16])[O:11][C:10]([CH3:18])([CH3:17])[CH2:9][C:8]2=O.[C:20]1(C)C=CC(S(O)(=O)=O)=CC=1. (3) Reactant: CC1(C)C(C)(C)OB([C:9]2[CH:17]=[C:16]([C:18]([F:21])([F:20])[F:19])[CH:15]=[C:14]3[C:10]=2[CH:11]=[N:12][NH:13]3)O1.Br[C:24]1[C:25]([CH3:37])=[N:26][N:27]([CH2:30][C:31]([NH:33][CH:34]([CH3:36])[CH3:35])=[O:32])[C:28]=1[CH3:29].[C:38](=[O:41])(O)[O-:39].[Na+]. Product: [C:38]([OH:39])([C:18]([F:21])([F:20])[F:19])=[O:41].[CH3:37][C:25]1[C:24]([C:9]2[CH:17]=[C:16]([C:18]([F:19])([F:20])[F:21])[CH:15]=[C:14]3[C:10]=2[CH:11]=[N:12][NH:13]3)=[C:28]([CH3:29])[N:27]([CH2:30][C:31]([NH:33][CH:34]([CH3:36])[CH3:35])=[O:32])[N:26]=1. The catalyst class is: 294. (4) Reactant: [F:1][CH2:2][CH2:3][NH:4][C:5]1[N:9](C(OCC(C)C)=O)[C:8]2[CH:17]=[CH:18][C:19]([C:21]3[CH:22]=[CH:23][C:24]4[O:30][CH2:29][CH2:28][N:27]([C:31](OC(C)(C)C)=[O:32])[CH2:26][C:25]=4[CH:38]=3)=[CH:20][C:7]=2[N:6]=1.C(O)(C(F)(F)F)=O.CCN(C(C)C)C(C)C.[F:55][C:56]1[CH:57]=[C:58]([CH:62]2[CH2:67][C:66](=[O:68])[CH2:65][CH2:64][N:63]2C(Cl)=O)[CH:59]=[CH:60][CH:61]=1.C(=O)([O-])[O-].[K+].[K+]. Product: [F:1][CH2:2][CH2:3][NH:4][C:5]1[NH:9][C:8]2[CH:17]=[CH:18][C:19]([C:21]3[CH:22]=[CH:23][C:24]4[O:30][CH2:29][CH2:28][N:27]([C:31]([N:63]5[CH2:64][CH2:65][C:66](=[O:68])[CH2:67][CH:62]5[C:58]5[CH:59]=[CH:60][CH:61]=[C:56]([F:55])[CH:57]=5)=[O:32])[CH2:26][C:25]=4[CH:38]=3)=[CH:20][C:7]=2[N:6]=1. The catalyst class is: 1. (5) Reactant: C([NH:5][S:6]([C:9]1[CH:18]=[C:17]2[C:12]([CH2:13][CH2:14][N:15](C(=O)C(F)(F)F)[CH2:16]2)=[CH:11][CH:10]=1)(=[O:8])=[O:7])(C)(C)C. Product: [CH2:16]1[C:17]2[C:12](=[CH:11][CH:10]=[C:9]([S:6]([NH2:5])(=[O:7])=[O:8])[CH:18]=2)[CH2:13][CH2:14][NH:15]1. The catalyst class is: 67. (6) Reactant: Cl.[S:2]1[C:6]2[CH2:7][CH2:8][CH2:9][C:5]=2[N:4]=[C:3]1[NH2:10].[OH:11][C:12]12[CH2:21][CH:16]3[CH2:17][CH:18]([CH2:20][C:14]([C:22](O)=[O:23])([CH2:15]3)[CH2:13]1)[CH2:19]2.Cl.C(N=C=NCCCN(C)C)C.O.ON1C2C=CC=CC=2N=N1. Product: [S:2]1[C:6]2[CH2:7][CH2:8][CH2:9][C:5]=2[N:4]=[C:3]1[NH:10][C:22]([C:14]12[CH2:15][CH:16]3[CH2:17][CH:18]([CH2:19][C:12]([OH:11])([CH2:21]3)[CH2:13]1)[CH2:20]2)=[O:23]. The catalyst class is: 341.